From a dataset of TCR-epitope binding with 47,182 pairs between 192 epitopes and 23,139 TCRs. Binary Classification. Given a T-cell receptor sequence (or CDR3 region) and an epitope sequence, predict whether binding occurs between them. (1) The epitope is KLSYGIATV. The TCR CDR3 sequence is CSAVYQETQYF. Result: 0 (the TCR does not bind to the epitope). (2) The TCR CDR3 sequence is CASSWGTGDYEQYF. The epitope is CINGVCWTV. Result: 0 (the TCR does not bind to the epitope).